This data is from Reaction yield outcomes from USPTO patents with 853,638 reactions. The task is: Predict the reaction yield, written as a fraction of the theoretical maximum amount of product (1.0 means a 100% yield; for example, 0.34 means a 34% yield). (1) The reactants are I[CH2:2][C@@H:3]([CH3:17])[CH2:4][N:5]1[C:10]2[CH:11]=[C:12]([CH3:15])[CH:13]=[CH:14][C:9]=2[O:8][CH2:7][C:6]1=[O:16].[CH2:18]([O:21][CH:22]1[CH2:27][CH2:26][NH:25][CH2:24][CH2:23]1)[CH2:19][CH3:20].CCN(CC)CC. The catalyst is C(Cl)Cl.CC(C)=O.CO. The product is [CH3:15][C:12]1[CH:13]=[CH:14][C:9]2[O:8][CH2:7][C:6](=[O:16])[N:5]([CH2:4][C@H:3]([CH3:17])[CH2:2][N:25]3[CH2:26][CH2:27][CH:22]([O:21][CH2:18][CH2:19][CH3:20])[CH2:23][CH2:24]3)[C:10]=2[CH:11]=1. The yield is 0.830. (2) The reactants are C([O:3][C:4](=[O:35])[C:5]([CH3:34])([O:7][C:8]1[CH:13]=[CH:12][C:11]([O:14][CH2:15][C:16]2[N:17]([CH3:32])[N:18]=[C:19]([C:21]3[CH:26]=[CH:25][C:24]([O:27][C:28]([F:31])([F:30])[F:29])=[CH:23][CH:22]=3)[CH:20]=2)=[CH:10][C:9]=1[CH3:33])[CH3:6])C.[Li+].[OH-]. The catalyst is C1COCC1.CO. The product is [CH3:34][C:5]([O:7][C:8]1[CH:13]=[CH:12][C:11]([O:14][CH2:15][C:16]2[N:17]([CH3:32])[N:18]=[C:19]([C:21]3[CH:26]=[CH:25][C:24]([O:27][C:28]([F:30])([F:29])[F:31])=[CH:23][CH:22]=3)[CH:20]=2)=[CH:10][C:9]=1[CH3:33])([CH3:6])[C:4]([OH:35])=[O:3]. The yield is 0.950. (3) The reactants are Cl[C:2]1[N:7]=[C:6]([Cl:8])[N:5]=[C:4]([NH:9][C:10]2[CH:15]=[CH:14][CH:13]=[CH:12][C:11]=2[S:16]([CH:19]([CH3:21])[CH3:20])(=[O:18])=[O:17])[N:3]=1.[CH3:22][O:23][C:24]1([O:39][CH3:40])[CH2:29][CH2:28][N:27]([C:30]2[CH:36]=[CH:35][C:33]([NH2:34])=[C:32]([O:37][CH3:38])[CH:31]=2)[CH2:26][CH2:25]1.C(N(CC)C(C)C)(C)C.C(OC(C)C)(=O)C.C(=O)([O-])[O-].[K+].[K+]. The catalyst is CCCCCCC.CC(O)C.O.O1CCCC1. The product is [Cl:8][C:6]1[N:7]=[C:2]([NH:34][C:33]2[CH:35]=[CH:36][C:30]([N:27]3[CH2:26][CH2:25][C:24]([O:23][CH3:22])([O:39][CH3:40])[CH2:29][CH2:28]3)=[CH:31][C:32]=2[O:37][CH3:38])[N:3]=[C:4]([NH:9][C:10]2[CH:15]=[CH:14][CH:13]=[CH:12][C:11]=2[S:16]([CH:19]([CH3:21])[CH3:20])(=[O:18])=[O:17])[N:5]=1. The yield is 0.924.